Dataset: Full USPTO retrosynthesis dataset with 1.9M reactions from patents (1976-2016). Task: Predict the reactants needed to synthesize the given product. Given the product [Cl:5][C:6]1[N:11]=[C:10]([NH:21][C@@H:20]([C:14]2[CH:19]=[CH:18][CH:17]=[CH:16][CH:15]=2)[CH2:22][OH:23])[C:9]([Cl:13])=[CH:8][N:7]=1, predict the reactants needed to synthesize it. The reactants are: CC(O)C.[Cl:5][C:6]1[N:11]=[C:10](Cl)[C:9]([Cl:13])=[CH:8][N:7]=1.[C:14]1([C@@H:20]([CH2:22][OH:23])[NH2:21])[CH:19]=[CH:18][CH:17]=[CH:16][CH:15]=1.CCN(C(C)C)C(C)C.